From a dataset of Catalyst prediction with 721,799 reactions and 888 catalyst types from USPTO. Predict which catalyst facilitates the given reaction. (1) Reactant: [Br:1][C:2]1[C:11]2[C:10]([CH3:13])([CH3:12])[CH2:9][CH:8]=[C:7]([CH:14]([CH3:16])[CH3:15])[C:6]=2[CH:5]=[C:4](/[C:17](/[CH2:30][CH3:31])=[C:18](/[F:29])\[CH:19]=[CH:20]\[C:21](\[CH3:28])=[CH:22]\[C:23]([O:25]CC)=[O:24])[C:3]=1[O:32][CH2:33][CH3:34].[OH-].[Na+]. Product: [Br:1][C:2]1[C:11]2[C:10]([CH3:12])([CH3:13])[CH2:9][CH:8]=[C:7]([CH:14]([CH3:15])[CH3:16])[C:6]=2[CH:5]=[C:4](/[C:17](/[CH2:30][CH3:31])=[C:18](/[F:29])\[CH:19]=[CH:20]\[C:21](\[CH3:28])=[CH:22]\[C:23]([OH:25])=[O:24])[C:3]=1[O:32][CH2:33][CH3:34]. The catalyst class is: 8. (2) Reactant: [F:1][C:2]1[CH:7]=[CH:6][C:5]([C:8]2[CH:13]=[CH:12][CH:11]=[C:10]([NH:14][S:15]([C:18]3[CH:23]=[CH:22][C:21]([NH2:24])=[CH:20][CH:19]=3)(=[O:17])=[O:16])[CH:9]=2)=[CH:4][CH:3]=1.[C:25]1([N:31]=[C:32]=[O:33])[CH:30]=[CH:29][CH:28]=[CH:27][CH:26]=1. Product: [F:1][C:2]1[CH:3]=[CH:4][C:5]([C:8]2[CH:13]=[CH:12][CH:11]=[C:10]([NH:14][S:15]([C:18]3[CH:23]=[CH:22][C:21]([NH:24][C:32]([NH:31][C:25]4[CH:30]=[CH:29][CH:28]=[CH:27][CH:26]=4)=[O:33])=[CH:20][CH:19]=3)(=[O:16])=[O:17])[CH:9]=2)=[CH:6][CH:7]=1. The catalyst class is: 11.